This data is from Forward reaction prediction with 1.9M reactions from USPTO patents (1976-2016). The task is: Predict the product of the given reaction. (1) Given the reactants [F:1][CH:2]([F:25])[N:3]1[C:7]2[CH:8]3[CH2:19][CH:10]([C:11]4[CH:16]=[C:15]([F:17])[C:14]([I:18])=[CH:13][C:12]=4[C:6]=2[N:5]=[C:4]1[C:20]([O:22]CC)=O)[CH2:9]3.[NH3:26], predict the reaction product. The product is: [F:25][CH:2]([F:1])[N:3]1[C:7]2[CH:8]3[CH2:19][CH:10]([C:11]4[CH:16]=[C:15]([F:17])[C:14]([I:18])=[CH:13][C:12]=4[C:6]=2[N:5]=[C:4]1[C:20]([NH2:26])=[O:22])[CH2:9]3. (2) Given the reactants [Cl:1][C:2]1[C:10]([Cl:11])=[C:9]2[C:5]([CH2:6][C:7]([CH2:14][CH:15]3[CH2:19][CH2:18][CH2:17][CH2:16]3)([CH3:13])[C:8]2=O)=[CH:4][C:3]=1[OH:20].Br[CH2:22][C:23]1[CH:28]=[CH:27][C:26]([C:29]#[N:30])=[CH:25][CH:24]=1.C(=O)([O-])[O-:32].[K+].[K+], predict the reaction product. The product is: [Cl:1][C:2]1[C:10]([Cl:11])=[C:9]2[C:5]([CH2:6][C:7]([CH2:14][CH:15]3[CH2:19][CH2:18][CH2:17][CH2:16]3)([CH3:13])[CH2:8]2)=[CH:4][C:3]=1[O:20][C:22]([C:23]1[CH:28]=[CH:27][C:26]([C:29]#[N:30])=[CH:25][CH:24]=1)=[O:32]. (3) Given the reactants [CH2:1]1[N:9]2[CH:4]([NH:5][S:6](=[O:16])(=[O:15])[C:7]3[CH:13]=[C:12]([OH:14])[CH:11]=[CH:10][C:8]=32)[CH2:3][CH2:2]1.[CH3:17][S:18]([NH:21][C:22]1([C:25]2[CH:30]=[CH:29][C:28](B(O)O)=[CH:27][CH:26]=2)[CH2:24][CH2:23]1)(=[O:20])=[O:19].N1C=CC=CC=1, predict the reaction product. The product is: [O:16]=[S:6]1(=[O:15])[C:7]2[CH:13]=[C:12]([O:14][C:28]3[CH:27]=[CH:26][C:25]([C:22]4([NH:21][S:18]([CH3:17])(=[O:19])=[O:20])[CH2:24][CH2:23]4)=[CH:30][CH:29]=3)[CH:11]=[CH:10][C:8]=2[N:9]2[CH2:1][CH2:2][CH2:3][CH:4]2[NH:5]1. (4) Given the reactants FC(F)(F)C(O)=O.[CH3:8][C:9]([NH:26]C(=O)OC(C)(C)C)([CH3:25])[CH2:10][CH2:11][N:12]1[C:16]([CH3:17])=[N:15][C:14]([C:18]2[CH:23]=[CH:22][C:21]([CH3:24])=[CH:20][CH:19]=2)=[N:13]1, predict the reaction product. The product is: [CH3:25][C:9]([NH2:26])([CH3:8])[CH2:10][CH2:11][N:12]1[C:16]([CH3:17])=[N:15][C:14]([C:18]2[CH:19]=[CH:20][C:21]([CH3:24])=[CH:22][CH:23]=2)=[N:13]1. (5) Given the reactants C1(P(C2C=CC=CC=2)CCCCP(C2C=CC=CC=2)C2C=CC=CC=2)C=CC=CC=1.[C:31]([C:33]1[C:34]([O:64][CH3:65])=[C:35]([CH2:43][N:44]([CH3:63])[C:45](=[O:62])[CH:46]([N:55](CC=C)[CH2:56][CH:57]=[CH2:58])[C:47]2[CH:52]=[CH:51][CH:50]=[C:49]([O:53][CH3:54])[CH:48]=2)[C:36]2[C:41]([CH:42]=1)=[CH:40][CH:39]=[CH:38][CH:37]=2)#[N:32].SC1C=CC=CC=1C(O)=O, predict the reaction product. The product is: [CH2:56]([NH:55][CH:46]([C:47]1[CH:52]=[CH:51][CH:50]=[C:49]([O:53][CH3:54])[CH:48]=1)[C:45]([N:44]([CH2:43][C:35]1[C:36]2[C:41](=[CH:40][CH:39]=[CH:38][CH:37]=2)[CH:42]=[C:33]([C:31]#[N:32])[C:34]=1[O:64][CH3:65])[CH3:63])=[O:62])[CH:57]=[CH2:58]. (6) Given the reactants [Cl:1]C1C=C2C(C=CN2)=CC=1.[C:11]([C:14]1[C:22]2[C:17](=[CH:18][CH:19]=[C:20](OC(F)(F)F)[CH:21]=2)[N:16]([CH2:28][C:29]([OH:31])=[O:30])[CH:15]=1)(=[O:13])[CH3:12], predict the reaction product. The product is: [C:11]([C:14]1[C:22]2[C:17](=[CH:18][C:19]([Cl:1])=[CH:20][CH:21]=2)[N:16]([CH2:28][C:29]([OH:31])=[O:30])[CH:15]=1)(=[O:13])[CH3:12].